This data is from Tox21: 12 toxicity assays (nuclear receptors and stress response pathways). The task is: Binary classification across 12 toxicity assays. (1) The drug is CN1C(=O)N(c2ccccc2Br)Cc2cnc(Nc3ccc4c(c3)OCC(CO)O4)nc21. It tested positive (active) for: SR-p53 (p53 tumor suppressor activation). (2) The drug is CN[C@H](CC(C)C)C(=O)N[C@H]1C(=O)N[C@@H](CC(N)=O)C(=O)N[C@H]2C(=O)N[C@H]3C(=O)N[C@H](C(=O)N[C@@H](C(=O)O)c4cc(O)cc(O)c4-c4cc3ccc4O)[C@H](O)c3ccc(c(Cl)c3)Oc3cc2cc(c3O[C@@H]2O[C@H](CO)[C@@H](O)[C@H](O)[C@H]2O[C@H]2C[C@](C)(N)C(O)[C@H](C)O2)Oc2ccc(cc2Cl)[C@H]1O. It tested positive (active) for: NR-AR (Androgen Receptor agonist activity). (3) It tested positive (active) for: NR-ER (Estrogen Receptor agonist activity), NR-ER-LBD (Estrogen Receptor Ligand Binding Domain agonist), SR-ARE (Antioxidant Response Element (oxidative stress)), and SR-MMP (Mitochondrial Membrane Potential disruption). The molecule is CC(c1ccc(O)cc1)c1ccc(O)cc1. (4) The molecule is Nc1ccc(Cl)c(N)c1. It tested positive (active) for: NR-AhR (Aryl hydrocarbon Receptor agonist activity). (5) The compound is NNc1nc(-c2ccc(N)cc2)cs1. It tested positive (active) for: NR-AhR (Aryl hydrocarbon Receptor agonist activity), SR-ARE (Antioxidant Response Element (oxidative stress)), and SR-MMP (Mitochondrial Membrane Potential disruption).